From a dataset of Full USPTO retrosynthesis dataset with 1.9M reactions from patents (1976-2016). Predict the reactants needed to synthesize the given product. Given the product [F:12][C:4]1[C:5]([O:10][CH3:11])=[C:6]([O:8][CH3:9])[CH:7]=[C:2]([C:17]#[N:18])[C:3]=1[C:14]#[N:15], predict the reactants needed to synthesize it. The reactants are: Br[C:2]1[CH:7]=[C:6]([O:8][CH3:9])[C:5]([O:10][CH3:11])=[C:4]([F:12])[C:3]=1Br.[C:14]([Cu])#[N:15].[C-:17]#[N:18].[Na+].